This data is from Forward reaction prediction with 1.9M reactions from USPTO patents (1976-2016). The task is: Predict the product of the given reaction. Given the reactants Br[C:2]1[CH:3]=[N:4][N:5]([C:9]2[CH:17]=[CH:16][C:12]([C:13]([OH:15])=[O:14])=[CH:11][N:10]=2)[C:6]=1[O:7][CH3:8].[F:18][C:19]1[C:26]([CH3:27])=[C:25](B2OC(C)(C)C(C)(C)O2)[CH:24]=[CH:23][C:20]=1[C:21]#[N:22].C1COCC1.C(=O)([O-])[O-].[Na+].[Na+], predict the reaction product. The product is: [C:21]([C:20]1[CH:23]=[CH:24][C:25]([C:2]2[CH:3]=[N:4][N:5]([C:9]3[CH:17]=[CH:16][C:12]([C:13]([OH:15])=[O:14])=[CH:11][N:10]=3)[C:6]=2[O:7][CH3:8])=[C:26]([CH3:27])[C:19]=1[F:18])#[N:22].